From a dataset of Reaction yield outcomes from USPTO patents with 853,638 reactions. Predict the reaction yield, written as a fraction of the theoretical maximum amount of product (1.0 means a 100% yield; for example, 0.34 means a 34% yield). (1) The reactants are [Cl-].[CH3:2][O:3]C[P+](C1C=CC=CC=1)(C1C=CC=CC=1)C1C=CC=CC=1.[H-].[Na+].[F:26][C:27]1[CH:28]=[CH:29][C:30]([O:35][CH3:36])=[C:31]([CH:34]=1)[CH:32]=O.[Cl-].[NH4+].OS(O)(=O)=O. The catalyst is C1COCC1.CC(C)=O. The product is [F:26][C:27]1[CH:28]=[CH:29][C:30]([O:35][CH3:36])=[C:31]([CH2:32][CH:2]=[O:3])[CH:34]=1. The yield is 0.660. (2) The reactants are CC1[N:3]([C:8]2[CH:13]=[C:12]([C:14]3[N:19]=[C:18]([C:20]4[CH:25]=[C:24]([C:26]5[CH:31]=[CH:30][C:29]([C:32]([F:35])([F:34])[F:33])=[CH:28][CH:27]=5)[CH:23]=[C:22]([CH3:36])[N:21]=4)[CH:17]=[CH:16][N:15]=3)[CH:11]=[CH:10][N:9]=2)C(C)=CC=1.Cl.NO. No catalyst specified. The product is [CH3:36][C:22]1[N:21]=[C:20]([C:18]2[CH:17]=[CH:16][N:15]=[C:14]([C:12]3[CH:11]=[CH:10][N:9]=[C:8]([NH2:3])[CH:13]=3)[N:19]=2)[CH:25]=[C:24]([C:26]2[CH:27]=[CH:28][C:29]([C:32]([F:35])([F:33])[F:34])=[CH:30][CH:31]=2)[CH:23]=1. The yield is 0.270. (3) The reactants are [Cl:1][C:2]1[N:7]=[C:6](Cl)[CH:5]=[C:4]([CH3:9])[N:3]=1.[CH:10]1([C:13]2[NH:17][N:16]=[C:15]([NH2:18])[CH:14]=2)[CH2:12][CH2:11]1.C(N(C(C)C)CC)(C)C. The catalyst is C(O)CCC.C(OCC)(=O)C. The product is [Cl:1][C:2]1[N:7]=[C:6]([NH:18][C:15]2[CH:14]=[C:13]([CH:10]3[CH2:12][CH2:11]3)[NH:17][N:16]=2)[CH:5]=[C:4]([CH3:9])[N:3]=1. The yield is 0.500.